Dataset: Forward reaction prediction with 1.9M reactions from USPTO patents (1976-2016). Task: Predict the product of the given reaction. (1) Given the reactants [NH2:1][C:2]1[C:11]([NH2:12])=[C:10]2[C:5]([C:6](=[O:23])[C:7]([C:16]3[CH:21]=[CH:20][C:19]([Cl:22])=[CH:18][CH:17]=3)=[C:8]([CH:13]([CH3:15])[CH3:14])[O:9]2)=[CH:4][CH:3]=1.Cl.CCCCCC.C(OCC)C.[F:36][C:37]([F:42])([CH3:41])[C:38](O)=O, predict the reaction product. The product is: [Cl:22][C:19]1[CH:18]=[CH:17][C:16]([C:7]2[C:6](=[O:23])[C:5]3[CH:4]=[CH:3][C:2]4[NH:1][C:38]([C:37]([F:42])([F:36])[CH3:41])=[N:12][C:11]=4[C:10]=3[O:9][C:8]=2[CH:13]([CH3:14])[CH3:15])=[CH:21][CH:20]=1. (2) Given the reactants [C:1]([N:5]1[C:9]([C:10]2[CH:15]=[CH:14][C:13]([O:16][CH3:17])=[CH:12][CH:11]=2)=[CH:8][C:7]([CH2:18][CH2:19][CH:20]=O)=[N:6]1)([CH3:4])([CH3:3])[CH3:2].[Cl:22][C:23]1[CH:28]=[CH:27][C:26]([N:29]2[CH2:34][CH2:33][NH:32][CH2:31][CH2:30]2)=[CH:25][CH:24]=1.CCN(C(C)C)C(C)C.[BH-](OC(C)=O)(OC(C)=O)OC(C)=O.[Na+], predict the reaction product. The product is: [C:1]([N:5]1[C:9]([C:10]2[CH:15]=[CH:14][C:13]([O:16][CH3:17])=[CH:12][CH:11]=2)=[CH:8][C:7]([CH2:18][CH2:19][CH2:20][N:32]2[CH2:31][CH2:30][N:29]([C:26]3[CH:25]=[CH:24][C:23]([Cl:22])=[CH:28][CH:27]=3)[CH2:34][CH2:33]2)=[N:6]1)([CH3:3])([CH3:2])[CH3:4].